This data is from Catalyst prediction with 721,799 reactions and 888 catalyst types from USPTO. The task is: Predict which catalyst facilitates the given reaction. (1) Reactant: [C:1]([NH:4][C:5]1[S:6][C:7]([C:11]2[CH:12]=[C:13]([S:17](Cl)(=[O:19])=[O:18])[S:14][C:15]=2[Br:16])=[C:8]([CH3:10])[N:9]=1)(=[O:3])[CH3:2].C(N(CC)CC)C.[NH2:28][C:29]1[NH:33][N:32]=[N:31][N:30]=1. Product: [Br:16][C:15]1[S:14][C:13]([S:17](=[O:19])(=[O:18])[NH:28][C:29]2[NH:33][N:32]=[N:31][N:30]=2)=[CH:12][C:11]=1[C:7]1[S:6][C:5]([NH:4][C:1](=[O:3])[CH3:2])=[N:9][C:8]=1[CH3:10]. The catalyst class is: 2. (2) Reactant: [H-].[Al+3].[Li+].[H-].[H-].[H-].O1CCCC1.[C:12]([O:16][C:17]([NH:19][C@H:20]([C:25]1[CH:30]=[CH:29][C:28]([O:31][CH2:32][C@@H:33]([CH3:36])[CH2:34][CH3:35])=[CH:27][CH:26]=1)[C:21](OC)=[O:22])=[O:18])([CH3:15])([CH3:14])[CH3:13].[OH-].[K+]. Product: [OH:22][CH2:21][C@H:20]([NH:19][C:17](=[O:18])[O:16][C:12]([CH3:13])([CH3:15])[CH3:14])[C:25]1[CH:26]=[CH:27][C:28]([O:31][CH2:32][C@@H:33]([CH3:36])[CH2:34][CH3:35])=[CH:29][CH:30]=1. The catalyst class is: 13. (3) Reactant: Cl.[NH:2]1[CH2:7][CH2:6][CH2:5][C@@H:4]([C:8]([OH:11])([CH3:10])[CH3:9])[CH2:3]1.CN(C(ON1N=NC2C=CC=CC1=2)=[N+](C)C)C.[B-](F)(F)(F)F.C(N(C(C)C)C(C)C)C.[CH3:43][C:44]1[CH:49]=[CH:48][C:47]([C:50]2[O:54][N:53]=[CH:52][C:51]=2[C:55](O)=[O:56])=[CH:46][CH:45]=1. Product: [CH3:43][C:44]1[CH:45]=[CH:46][C:47]([C:50]2[O:54][N:53]=[CH:52][C:51]=2[C:55]([N:2]2[CH2:7][CH2:6][CH2:5][C@@H:4]([C:8]([OH:11])([CH3:10])[CH3:9])[CH2:3]2)=[O:56])=[CH:48][CH:49]=1. The catalyst class is: 3. (4) Reactant: FC(F)(F)C(O)=O.ClCCl.[NH2:11][C:12]1[N:17]=[CH:16][N:15]=[C:14]2[N:18]([CH:34]3[CH2:38][CH2:37][N:36](C(OC(C)(C)C)=O)[CH2:35]3)[N:19]=[C:20]([C:21]3[CH:26]=[CH:25][C:24]([O:27][C:28]4[CH:33]=[CH:32][CH:31]=[CH:30][CH:29]=4)=[CH:23][CH:22]=3)[C:13]=12. Product: [O:27]([C:24]1[CH:23]=[CH:22][C:21]([C:20]2[C:13]3[C:14](=[N:15][CH:16]=[N:17][C:12]=3[NH2:11])[N:18]([CH:34]3[CH2:38][CH2:37][NH:36][CH2:35]3)[N:19]=2)=[CH:26][CH:25]=1)[C:28]1[CH:33]=[CH:32][CH:31]=[CH:30][CH:29]=1. The catalyst class is: 4. (5) Reactant: [F:1][C:2]([F:21])([F:20])[C:3]1[CH:8]=[CH:7][C:6]([C:9]2([CH2:14]OS(C)(=O)=O)[CH2:13][CH2:12][CH2:11][CH2:10]2)=[CH:5][CH:4]=1.[C-:22]#[N:23].[Na+]. Product: [F:1][C:2]([F:21])([F:20])[C:3]1[CH:8]=[CH:7][C:6]([C:9]2([CH2:14][C:22]#[N:23])[CH2:13][CH2:12][CH2:11][CH2:10]2)=[CH:5][CH:4]=1. The catalyst class is: 58. (6) Reactant: [CH3:1][N:2]([CH3:46])[C:3]([C:5]1[CH:10]=[CH:9][C:8]([NH:11][C:12](=[O:45])[NH:13][C:14]2[CH:19]=[CH:18][C:17]([C:20]3[N:29]=[C:28]([N:30]4[CH2:35][CH2:34][O:33][CH2:32][CH2:31]4)[C:27]4[C:22](=[CH:23][C:24]([C:36]5[O:40][C:39]([C:41]([O:43]C)=[O:42])=[CH:38][CH:37]=5)=[CH:25][CH:26]=4)[N:21]=3)=[CH:16][CH:15]=2)=[CH:7][CH:6]=1)=[O:4].O.[OH-].[Li+]. Product: [CH3:1][N:2]([CH3:46])[C:3]([C:5]1[CH:6]=[CH:7][C:8]([NH:11][C:12](=[O:45])[NH:13][C:14]2[CH:15]=[CH:16][C:17]([C:20]3[N:29]=[C:28]([N:30]4[CH2:35][CH2:34][O:33][CH2:32][CH2:31]4)[C:27]4[C:22](=[CH:23][C:24]([C:36]5[O:40][C:39]([C:41]([OH:43])=[O:42])=[CH:38][CH:37]=5)=[CH:25][CH:26]=4)[N:21]=3)=[CH:18][CH:19]=2)=[CH:9][CH:10]=1)=[O:4]. The catalyst class is: 200. (7) Product: [NH2:1][C:2]1[N:3]([CH3:24])[C:4](=[O:23])[C:5]2([C:15]3[C:14](=[CH:13][CH:12]=[C:11]([C:38]4[CH:39]=[CH:40][C:35]([C:33]([N:32]([CH3:44])[CH3:31])=[O:34])=[CH:36][CH:37]=4)[CH:10]=3)[O:9][CH:8]([C:17]3[CH:18]=[CH:19][CH:20]=[CH:21][CH:22]=3)[CH2:7]2)[N:6]=1. The catalyst class is: 806. Reactant: [NH2:1][C:2]1[N:3]([CH2:24]C2CCCCC2)[C:4](=[O:23])[C:5]2([C:15]3[C:10](=[CH:11][CH:12]=[C:13](Br)[CH:14]=3)[O:9][CH:8]([C:17]3[CH:22]=[CH:21][CH:20]=[CH:19][CH:18]=3)[CH2:7]2)[N:6]=1.[CH3:31][N:32]([CH3:44])[C:33]([C:35]1[CH:40]=[CH:39][C:38](B(O)O)=[CH:37][CH:36]=1)=[O:34].